Predict which catalyst facilitates the given reaction. From a dataset of Catalyst prediction with 721,799 reactions and 888 catalyst types from USPTO. (1) Reactant: Br.Br[CH2:3][CH2:4][CH:5]([NH2:13])[C:6]1[CH:11]=[CH:10][C:9]([F:12])=[CH:8][CH:7]=1.[S:14]([O-:17])([O-:16])=[O:15].[Na+].[Na+]. Product: [NH2:13][CH:5]([C:6]1[CH:11]=[CH:10][C:9]([F:12])=[CH:8][CH:7]=1)[CH2:4][CH2:3][S:14]([OH:17])(=[O:16])=[O:15]. The catalyst class is: 6. (2) Reactant: CC([Si](C)(C)[O:6][CH2:7][C:8]1[CH:9]=[C:10]([C:14]2[CH:19]=[CH:18][CH:17]=[C:16]([C:20]([NH2:22])=O)[C:15]=2[F:23])[CH:11]=[CH:12][CH:13]=1)(C)C. Product: [NH2:22][CH2:20][C:16]1[C:15]([F:23])=[C:14]([C:10]2[CH:11]=[CH:12][CH:13]=[C:8]([CH2:7][OH:6])[CH:9]=2)[CH:19]=[CH:18][CH:17]=1. The catalyst class is: 1. (3) Reactant: [NH2:1][C:2]1[CH:6]=[CH:5][O:4][N:3]=1.[Br:7][C:8]1[C:9]([Cl:31])=[CH:10][C:11]([O:29][CH3:30])=[C:12]([N:14]2[C:23]3[C:18](=[CH:19][C:20]([S:24](Cl)(=[O:26])=[O:25])=[CH:21][CH:22]=3)[CH:17]=[CH:16][C:15]2=[O:28])[CH:13]=1.[Li+].C[Si]([N-][Si](C)(C)C)(C)C.[Cl-].[NH4+]. Product: [Br:7][C:8]1[C:9]([Cl:31])=[CH:10][C:11]([O:29][CH3:30])=[C:12]([N:14]2[C:23]3[C:18](=[CH:19][C:20]([S:24]([NH:1][C:2]4[CH:6]=[CH:5][O:4][N:3]=4)(=[O:26])=[O:25])=[CH:21][CH:22]=3)[CH:17]=[CH:16][C:15]2=[O:28])[CH:13]=1. The catalyst class is: 1. (4) Reactant: [CH:1]1([NH2:4])[CH2:3][CH2:2]1.[Si:5]([O:12][CH2:13][CH:14]=O)([C:8]([CH3:11])([CH3:10])[CH3:9])([CH3:7])[CH3:6].[BH4-].[Na+].Cl[CH:19](Cl)[CH3:20]. Product: [Si:5]([O:12][CH2:13][CH2:14][NH:4][CH:1]1[CH2:20][CH2:19][CH2:2][CH2:3]1)([C:8]([CH3:11])([CH3:10])[CH3:9])([CH3:7])[CH3:6]. The catalyst class is: 15. (5) Reactant: [C:1]([O:5][C:6]([N:8]1[CH2:17][CH2:16][C:15]2[C:10](=[CH:11][C:12]([Cl:18])=[CH:13][CH:14]=2)[C:9]1=[O:19])=[O:7])([CH3:4])([CH3:3])[CH3:2].[Li+].[BH4-]. Product: [C:1]([O:5][C:6]([NH:8][CH2:17][CH2:16][C:15]1[CH:14]=[CH:13][C:12]([Cl:18])=[CH:11][C:10]=1[CH2:9][OH:19])=[O:7])([CH3:4])([CH3:2])[CH3:3]. The catalyst class is: 7.